This data is from Drug-target binding data from BindingDB using Ki measurements. The task is: Regression. Given a target protein amino acid sequence and a drug SMILES string, predict the binding affinity score between them. We predict pKi (pKi = -log10(Ki in M); higher means stronger inhibition). Dataset: bindingdb_ki. (1) The small molecule is NCC(O)c1ccc(O)c(O)c1. The target protein (P35364) has sequence MDLPINLTSFSLSTPSTLEPNRSLDTEALRTSQSFLSAFRVLVLTLLGFLAAATFTWNLLVLATILRVRTFHRVPHNLVASMAISDVLVAVLVMPLSLVHELSGRRWQLGRRLCQLWIACDVLCCTASIWNVTAIALDRYWSITRHLEYTLRARKRVSNVMILLTWALSAVISLAPLLFGWGETYSELSEECQVSREPSYTVFSTVGAFYLPLCVVLFVYWKIYKAAKFRMGSRKTNSVSPIPEAVEVKDASQHPQMVFTVRHATVTFQTEGDTWREQKEQRAALMVGILIGVFVLCWFPFFVTELISPLCSWDIPALWKSIFLWLGYSNSFFNPLIYTAFNRSYSSAFKVFFSKQQ. The pKi is 6.0. (2) The drug is CC(C)C[C@H](NC(=O)[C@H](Cc1cnc[nH]1)NC(=O)CNC(=O)[C@@H](NC(=O)[C@H](C)NC(=O)[C@H](Cc1c[nH]c2ccccc12)NC(=O)[C@H](CCC(N)=O)NC(=O)[C@@H](Cc1ccccc1)NC(=O)CNC(=O)[C@H](CC(C)C)NC(=O)[C@H](CCCN=C(N)N)NC(=O)[C@H](CCC(N)=O)NC(=O)[C@@H]1CCC(=O)N1)C(C)C)C(N)=O. The target protein sequence is MSAIPLNRILPLGFLLIFSFISLSSCMEFVEDPNNQGGLNLQQRLGNQWAVGHLMGKKSLQDTDFEEMESFAKRNVENMKAESERELRHAQLVVRNILEQYLKNMQN. The pKi is 5.0. (3) The target protein (Q5TC84) has sequence MGNLLGGVSFREPTTVEDCDSTWQTDSEPEPEEPGPGGGSEGPGQESEQPAQPPEQAGGRPGASPAPDEDAEAAGAEQGGDSTEATAKPKRSFYAARDLYKYRHQYPNFKDIRYQNDLSNLRFYKNKIPFKPDGVYIEEVLSKWKGDYEKLEHNHTYIQWLFPLREQGLNFYAKELTTYEIEEFKKTKEAIRRFLLAYKMMLEFFGIKLTDKTGNVARAVNWQERFQHLNESQHNYLRITRILKSLGELGYESFKSPLVKFILHEALVENTIPNIKQSALEYFVYTIRDRRERRKLLRFAQKHYTPSENFIWGPPRKEQSEGSKAQKMSSPLASSHNSQTSMHKKAKDSKNSSSAVHLNSKTAEDKKVAPKEPVEETDRPSPEPSNEAAKPRNTEKDSNAENMNSQPEKTVTTPTEKKESVSPENNEEGGNDNQDNENPGNTNCHDVVLVQ. The pKi is 7.8. The small molecule is O=C(O)CN1CC2CN(c3nc4ccccc4n([C@@H]4C[C@@H]5CC[C@H](C4)N5C4CCCCCCC4)c3=O)CC2C1. (4) The drug is CNC(=O)[C@@H](NC(=O)[C@H](OCc1cccc(C(=O)N2CCCC2)c1)[C@H](O)[C@@H](O)[C@@H](OCc1cccc(C(=O)N2CCCC2)c1)C(=O)N[C@H](C(=O)NC)C(C)C)C(C)C. The target protein sequence is PQITLWQRPLVTVKIGGQLKEALLDTGADDTVLEEMNLPGRWKPKMIGGIGGFIKVRQYDQILVEICGHKAIGTVLVGPTPVNIIGRNLLTQIGCTLNF. The pKi is 6.7. (5) The small molecule is C[C@]12CC[C@@H]3c4ccc(OCCCn5cnc6c(N)ncnc65)c([N+](=O)[O-])c4CC[C@H]3[C@@H]1CCC2=O. The target protein (P19217) has sequence MSSSKPSFSDYFGKLGGIPMYKKFIEQFHNVEEFEARPDDLVIVTYPKSGTTWLSEIICMIYNNGDVEKCKEDVIFNRVPYLECSTEHVMKGVKQLNEMASPRIVKSHLPVKLLPVSFWEKNCKIIYLSRNAKDVVVSYYFLILMVTAIPDPDSFQDFVEKFMDGEVPYGSWFEHTKSWWEKSKNPQVLFLFYEDMKENIRKEVMKLLEFLGRKASDELVDKIIKHTSFQEMKNNPSTNYTTLPDEVMNQKVSPFMRKGDVGDWKNHFTVALNEKFDMHYEQQMKGSTLKFRTKI. The pKi is 3.5. (6) The compound is CCCCCCCCCC(=O)N[C@@H](CC(=O)O)C(=O)N[C@@H](CC(C)C)C(=O)N[C@H](C(=O)N[C@H](Cc1ccccc1)C(=O)N[C@@H](Cc1cnc[nH]1)C(=O)N[C@@H](CC(C)C)C(=O)N[C@@H](CC(C)C)C(=O)N[C@@H](CCCNC(=N)N)C(=O)N[C@@H](CCC(=O)O)C(=O)N[C@H](C(=O)N[C@@H](CC(C)C)C(=O)N[C@@H](CCC(=O)O)C(=O)NC(CCCC)C(=O)N[C@@H](C)C(=O)N[C@@H](CCCNC(=N)N)C(=O)N[C@@H](C)C(=O)N[C@@H](CCC(=O)O)C(=O)N[C@@H](CCC(N)=O)C(=O)NC(C)(C)C(=O)N[C@@H](C)C(=O)N[C@@H](CCC(N)=O)C(=O)N[C@H]1CCC(=O)NCCCC[C@@H](C(=O)N[C@@H](CC(N)=O)C(=O)N[C@@H](CCCNC(=N)N)C(=O)N[C@@H](CCCCN)C(=O)N[C@@H](CC(C)C)C(=O)NC(CCCC)C(=O)N[C@@H](CCC(=O)O)C(=O)NC(C)(C)C(=O)N[C@H](C(N)=O)[C@@H](C)CC)NC(=O)C(C)(C)NC(=O)[C@H](C)NC1=O)C(C)C)[C@@H](C)O. The target protein (Q60748) has sequence MDAALLLSLLEANCSLALAEELLLDGWGVPPDPEGPYTYCNTTLDQIGTCWPQSAPGALVERPCPEYFNGIKYNTTRNAYRECLENGTWASRVNYSHCEPILDDKQRKYDLHYRIALIVNYLGHCVSVVALVAAFLLFLVLRSIRCLRNVIHWNLITTFILRNIAWFLLQLIDHEVHEGNEVWCRCITTIFNYFVVTNFFWMFVEGCYLHTAIVMTYSTEHLRKWLFLFIGWCIPCPIIIAWAVGKLYYENEQCWFGKEAGDLVDYIYQGPVMLVLLINFVFLFNIVRILMTKLRASTTSETIQYRKAVKATLVLLPLLGITYMLFFVNPGEDDLSQIVFIYFNSFLQSFQGFFVSVFYCFFNGEVRAALRKRWHRWQDHHALRVPVARAMSIPTSPTRISFHSIKQTAAV. The pKi is 9.3.